From a dataset of Reaction yield outcomes from USPTO patents with 853,638 reactions. Predict the reaction yield, written as a fraction of the theoretical maximum amount of product (1.0 means a 100% yield; for example, 0.34 means a 34% yield). (1) The reactants are [S:1]1[CH:5]=[CH:4][CH:3]=[C:2]1[C:6](Cl)=[O:7].[C:9]([O:13][C:14]([N:16]1[CH2:21][CH2:20][NH:19][CH2:18][CH2:17]1)=[O:15])([CH3:12])([CH3:11])[CH3:10]. The catalyst is CN(C1C=CN=CC=1)C.N1C=CC=CC=1. The product is [C:9]([O:13][C:14]([N:16]1[CH2:21][CH2:20][N:19]([C:6]([C:2]2[S:1][CH:5]=[CH:4][CH:3]=2)=[O:7])[CH2:18][CH2:17]1)=[O:15])([CH3:12])([CH3:10])[CH3:11]. The yield is 0.880. (2) The reactants are [NH2:1][NH2:2].Cl[C:4]([O:6][CH2:7][CH:8]([C:10]1[CH:15]=[CH:14][CH:13]=[CH:12][C:11]=1[N+:16]([O-:18])=[O:17])[CH3:9])=[O:5]. The catalyst is C(Cl)Cl. The product is [N+:16]([C:11]1[CH:12]=[CH:13][CH:14]=[CH:15][C:10]=1[CH:8]([CH3:9])[CH2:7][O:6][C:4]([NH:1][NH:2][C:4]([O:6][CH2:7][CH:8]([C:10]1[CH:15]=[CH:14][CH:13]=[CH:12][C:11]=1[N+:16]([O-:18])=[O:17])[CH3:9])=[O:5])=[O:5])([O-:18])=[O:17]. The yield is 0.320. (3) The reactants are [OH-].[Na+].[CH3:3][C:4]1[C:8]([C:9]2[CH:18]=[C:17]3[C:12]([C:13]([NH:28][C:29]4[CH:30]=[C:31]([CH:37]=[CH:38][CH:39]=4)[C:32]([O:34]CC)=[O:33])=[C:14]([C:19]([NH:21][CH:22]4[CH2:26][CH2:25][CH2:24][CH:23]4[OH:27])=[O:20])[CH:15]=[N:16]3)=[CH:11][CH:10]=2)=[C:7]([CH3:40])[O:6][N:5]=1. The catalyst is C(O)C. The product is [CH3:3][C:4]1[C:8]([C:9]2[CH:18]=[C:17]3[C:12]([C:13]([NH:28][C:29]4[CH:30]=[C:31]([CH:37]=[CH:38][CH:39]=4)[C:32]([OH:34])=[O:33])=[C:14]([C:19]([NH:21][CH:22]4[CH2:26][CH2:25][CH2:24][CH:23]4[OH:27])=[O:20])[CH:15]=[N:16]3)=[CH:11][CH:10]=2)=[C:7]([CH3:40])[O:6][N:5]=1. The yield is 0.160. (4) The reactants are [NH2:1][C:2]1[C:7]([C:8]([C:10]2[C:15]([F:16])=[C:14]([F:17])[CH:13]=[C:12]([O:18][Si:19]([C:22]([CH3:25])([CH3:24])[CH3:23])([CH3:21])[CH3:20])[C:11]=2[O:26][CH3:27])=[O:9])=[CH:6][N:5]=[C:4](Cl)[N:3]=1.FC(F)(F)C(O)=O.[CH3:36][S:37]([N:40]1[CH2:45][CH2:44][CH:43]([NH2:46])[CH2:42][CH2:41]1)(=[O:39])=[O:38].C(N(C(C)C)CC)(C)C. The catalyst is C(O)C. The product is [NH2:1][C:2]1[C:7]([C:8]([C:10]2[C:15]([F:16])=[C:14]([F:17])[CH:13]=[C:12]([O:18][Si:19]([C:22]([CH3:25])([CH3:24])[CH3:23])([CH3:21])[CH3:20])[C:11]=2[O:26][CH3:27])=[O:9])=[CH:6][N:5]=[C:4]([NH:46][CH:43]2[CH2:44][CH2:45][N:40]([S:37]([CH3:36])(=[O:39])=[O:38])[CH2:41][CH2:42]2)[N:3]=1. The yield is 0.600.